From a dataset of Forward reaction prediction with 1.9M reactions from USPTO patents (1976-2016). Predict the product of the given reaction. (1) Given the reactants [F:1][C:2]([F:16])([F:15])[C:3]1[CH:8]=[CH:7][C:6]([C:9](O)([CH3:13])[CH2:10][CH2:11][OH:12])=[CH:5][CH:4]=1.[Cl-].[In+3].[Cl-].[Cl-].[CH3:21][S:22][CH2:23][C:24]1[CH:25]=[CH:26][CH:27]=[C:28]2[C:32]=1[NH:31][CH:30]=[CH:29]2.O, predict the reaction product. The product is: [CH3:21][S:22][CH2:23][C:24]1[CH:25]=[CH:26][CH:27]=[C:28]2[C:32]=1[NH:31][CH:30]=[C:29]2[C:9]([C:6]1[CH:7]=[CH:8][C:3]([C:2]([F:1])([F:15])[F:16])=[CH:4][CH:5]=1)([CH3:13])[CH2:10][CH2:11][OH:12]. (2) The product is: [CH2:1]([C@H:3]([NH:10][C:11]([C:13]1[C:22]2[C:17](=[CH:18][CH:19]=[CH:20][CH:21]=2)[N:16]=[C:15]([C:23]2[CH:24]=[CH:25][CH:26]=[CH:27][CH:28]=2)[C:14]=1[O:29][CH2:37][C:38]([O:40][CH2:41][CH3:42])=[O:39])=[O:12])[C:4]1[CH:5]=[CH:6][CH:7]=[CH:8][CH:9]=1)[CH3:2]. Given the reactants [CH2:1]([C@H:3]([NH:10][C:11]([C:13]1[C:22]2[C:17](=[CH:18][CH:19]=[CH:20][CH:21]=2)[N:16]=[C:15]([C:23]2[CH:28]=[CH:27][CH:26]=[CH:25][CH:24]=2)[C:14]=1[OH:29])=[O:12])[C:4]1[CH:9]=[CH:8][CH:7]=[CH:6][CH:5]=1)[CH3:2].C([O-])([O-])=O.[K+].[K+].Br[CH2:37][C:38]([O:40][CH2:41][CH3:42])=[O:39], predict the reaction product. (3) Given the reactants [CH3:1][C:2]1[CH:7]=[CH:6][CH:5]=[C:4]([CH3:8])[C:3]=1[NH:9][C:10]1[N:14]2[CH:15]=[C:16]([F:19])[CH:17]=[CH:18][C:13]2=[N:12][C:11]=1[C:20]1[CH:36]=[CH:35][CH:34]=[CH:33][C:21]=1[C:22]([NH:24][NH:25]C(OC(C)(C)C)=O)=[O:23], predict the reaction product. The product is: [CH3:1][C:2]1[CH:7]=[CH:6][CH:5]=[C:4]([CH3:8])[C:3]=1[NH:9][C:10]1[N:14]2[CH:15]=[C:16]([F:19])[CH:17]=[CH:18][C:13]2=[N:12][C:11]=1[C:20]1[CH:36]=[CH:35][CH:34]=[CH:33][C:21]=1[C:22]([NH:24][NH2:25])=[O:23].